Dataset: Reaction yield outcomes from USPTO patents with 853,638 reactions. Task: Predict the reaction yield, written as a fraction of the theoretical maximum amount of product (1.0 means a 100% yield; for example, 0.34 means a 34% yield). (1) The reactants are [CH3:1][NH:2][CH2:3][CH2:4][NH:5][C:6](=[O:12])[O:7][C:8]([CH3:11])([CH3:10])[CH3:9].[OH:13][C:14]1[CH:22]=[CH:21][CH:20]=[CH:19][C:15]=1[C:16](Cl)=[O:17].N1C=CN=C1.C1CCC(N=C=NC2CCCCC2)CC1. The catalyst is C(OCC)(=O)C. The product is [OH:13][C:14]1[CH:22]=[CH:21][CH:20]=[CH:19][C:15]=1[C:16]([N:2]([CH2:3][CH2:4][NH:5][C:6](=[O:12])[O:7][C:8]([CH3:10])([CH3:9])[CH3:11])[CH3:1])=[O:17]. The yield is 0.340. (2) The reactants are C([Zn]CC)C.[CH:6]#[C:7][CH2:8][CH2:9][CH2:10][CH3:11].[Li]CCCC.[NH2:17][C:18]1[CH:23]=[CH:22][C:21]([Cl:24])=[CH:20][C:19]=1[C:25](=[O:30])[C:26]([F:29])([F:28])[F:27].[H][H].[CH3:33][S:34](O)(=[O:36])=[O:35]. The catalyst is C1COCC1.C1(C)C=CC=CC=1.C1(C)C=CC=CC=1. The product is [CH3:33][S:34]([O:30][C@@:25]([C:19]1[CH:20]=[C:21]([Cl:24])[CH:22]=[CH:23][C:18]=1[NH2:17])([C:6]#[C:7][CH2:8][CH2:9][CH2:10][CH3:11])[C:26]([F:29])([F:27])[F:28])(=[O:36])=[O:35]. The yield is 0.590. (3) The reactants are [Cl:1][C:2]1[C:3]2[C:10]([I:11])=[CH:9][NH:8][C:4]=2[N:5]=[CH:6][N:7]=1.O[CH2:13][C@@H:14]1[CH2:18][CH2:17][CH2:16][N:15]1[C:19]([O:21][C:22]([CH3:25])([CH3:24])[CH3:23])=[O:20].C1C=CC(P(C2C=CC=CC=2)C2C=CC=CC=2)=CC=1.CC(OC(/N=N/C(OC(C)C)=O)=O)C. The catalyst is C1COCC1. The product is [C:22]([O:21][C:19]([N:15]1[CH2:16][CH2:17][CH2:18][C@H:14]1[CH2:13][N:8]1[C:4]2[N:5]=[CH:6][N:7]=[C:2]([Cl:1])[C:3]=2[C:10]([I:11])=[CH:9]1)=[O:20])([CH3:25])([CH3:23])[CH3:24]. The yield is 0.770. (4) The reactants are [CH3:1][C:2]1[CH:11]=[CH:10][C:9]2[C:4](=[CH:5][CH:6]=[C:7]([C:12]([OH:14])=O)[CH:8]=2)[N:3]=1.CN(C(ON1N=NC2C=CC=NC1=2)=[N+](C)C)C.F[P-](F)(F)(F)(F)F.[NH2:39][CH2:40][C@H:41]([OH:53])[CH2:42][N:43]1[CH2:52][CH2:51][C:50]2[C:45](=[CH:46][CH:47]=[CH:48][CH:49]=2)[CH2:44]1. The catalyst is C(Cl)Cl. The product is [CH2:44]1[C:45]2[C:50](=[CH:49][CH:48]=[CH:47][CH:46]=2)[CH2:51][CH2:52][N:43]1[CH2:42][C@@H:41]([OH:53])[CH2:40][NH:39][C:12]([C:7]1[CH:8]=[C:9]2[C:4](=[CH:5][CH:6]=1)[N:3]=[C:2]([CH3:1])[CH:11]=[CH:10]2)=[O:14]. The yield is 0.250. (5) The reactants are C[O:2][C:3]1[CH:19]=[CH:18][C:6]2[CH2:7][C@@H:8]([CH2:13][C:14]([O:16][CH3:17])=[O:15])[C:9](=[O:12])[NH:10][CH2:11][C:5]=2[CH:4]=1.B(Br)(Br)Br.CO. The catalyst is C(Cl)(Cl)Cl.O.CO. The product is [OH:2][C:3]1[CH:19]=[CH:18][C:6]2[CH2:7][C@@H:8]([CH2:13][C:14]([O:16][CH3:17])=[O:15])[C:9](=[O:12])[NH:10][CH2:11][C:5]=2[CH:4]=1. The yield is 0.680.